This data is from Catalyst prediction with 721,799 reactions and 888 catalyst types from USPTO. The task is: Predict which catalyst facilitates the given reaction. (1) Reactant: Cl[CH:2]1[NH+:11]2[CH2:12][CH2:13][C:14]3[C:19]([C:10]2=[CH:9][C:8]2[CH:7]=[CH:6][C:5]([O:23][CH3:24])=[C:4]([O:25][CH3:26])[C:3]1=2)=[CH:18][C:17]1[O:20][CH2:21][O:22][C:16]=1[CH:15]=3.[Cl-]. Product: [CH3:26][O:25][C:4]1[C:3]2[C:2]3([CH2:7][CH2:8][CH2:3][CH2:2]3)[N:11]3[CH2:12][CH2:13][C:14]4[C:19]([C:10]3=[CH:9][C:8]=2[CH:7]=[CH:6][C:5]=1[O:23][CH3:24])=[CH:18][C:17]1[O:20][CH2:21][O:22][C:16]=1[CH:15]=4. The catalyst class is: 7. (2) Reactant: [F:1][C:2]1[CH:40]=[CH:39][CH:38]=[C:37]([F:41])[C:3]=1[CH2:4][N:5]1[C:10]2=[N:11][N:12]([C:18]3[CH:23]=[CH:22][C:21]([N+:24]([O-])=O)=[CH:20][CH:19]=3)[C:13]([CH2:14][N:15]([CH3:17])[CH3:16])=[C:9]2[C:8](=[O:27])[N:7]([C:28]2[N:29]=[N:30][C:31]([O:34][CH3:35])=[CH:32][CH:33]=2)[C:6]1=[O:36]. Product: [NH2:24][C:21]1[CH:20]=[CH:19][C:18]([N:12]2[C:13]([CH2:14][N:15]([CH3:17])[CH3:16])=[C:9]3[C:10]([N:5]([CH2:4][C:3]4[C:2]([F:1])=[CH:40][CH:39]=[CH:38][C:37]=4[F:41])[C:6](=[O:36])[N:7]([C:28]4[N:29]=[N:30][C:31]([O:34][CH3:35])=[CH:32][CH:33]=4)[C:8]3=[O:27])=[N:11]2)=[CH:23][CH:22]=1. The catalyst class is: 43. (3) Reactant: [F:1][C:2]1[CH:7]=[CH:6][C:5]([C:8]2[CH:13]=[CH:12][C:11]([NH:14][CH2:15][C:16]3[CH:21]=[CH:20][C:19]([C:22]4[CH2:23][CH2:24][CH2:25][CH2:26][CH:27]=4)=[CH:18][C:17]=3[C:28]3[CH:29]=[CH:30][C:31]([C:34]([NH:36][CH2:37][CH2:38][C:39]([OH:41])=[O:40])=[O:35])=[N:32][CH:33]=3)=[CH:10][CH:9]=2)=[CH:4][CH:3]=1.C([O-])=O.[NH4+]. Product: [CH:22]1([C:19]2[CH:20]=[CH:21][C:16]([CH2:15][NH:14][C:11]3[CH:10]=[CH:9][C:8]([C:5]4[CH:6]=[CH:7][C:2]([F:1])=[CH:3][CH:4]=4)=[CH:13][CH:12]=3)=[C:17]([C:28]3[CH:29]=[CH:30][C:31]([C:34]([NH:36][CH2:37][CH2:38][C:39]([OH:41])=[O:40])=[O:35])=[N:32][CH:33]=3)[CH:18]=2)[CH2:27][CH2:26][CH2:25][CH2:24][CH2:23]1. The catalyst class is: 19. (4) Reactant: [CH2:1]([O:4][CH2:5][C:6]([C:8]1[CH:15]=[CH:14][C:11]([C:12]#[N:13])=[CH:10][CH:9]=1)=O)[CH:2]=[CH2:3].[OH2:16].[C-:17]#[N:18].[K+].[C:20](=[O:23])([O-])[O-].[NH4+:24].[NH4+]. Product: [O:16]=[C:17]1[NH:24][C:6]([C:8]2[CH:15]=[CH:14][C:11]([C:12]#[N:13])=[CH:10][CH:9]=2)([CH2:5][O:4][CH2:1][CH:2]=[CH2:3])[C:20](=[O:23])[NH:18]1. The catalyst class is: 14.